This data is from Full USPTO retrosynthesis dataset with 1.9M reactions from patents (1976-2016). The task is: Predict the reactants needed to synthesize the given product. (1) Given the product [I:22][C:6]1[N:5]2[N:9]=[C:10]([C:12]3([CH2:15][NH:16][C:17](=[O:21])[CH:18]([CH3:19])[CH3:20])[CH2:13][CH2:14]3)[N:11]=[C:4]2[C:3]([O:2][CH3:1])=[CH:8][CH:7]=1, predict the reactants needed to synthesize it. The reactants are: [CH3:1][O:2][C:3]1[C:4]2[N:5]([N:9]=[C:10]([C:12]3([CH2:15][NH:16][C:17](=[O:21])[CH:18]([CH3:20])[CH3:19])[CH2:14][CH2:13]3)[N:11]=2)[CH:6]=[CH:7][CH:8]=1.[I:22]N1C(=O)CCC1=O.B(F)(F)F.[O-]S([O-])(=S)=O.[Na+].[Na+]. (2) Given the product [NH2:10][C:4]1[C:3]([OH:13])=[C:2]([F:1])[C:7]([O:8][CH3:9])=[CH:6][CH:5]=1, predict the reactants needed to synthesize it. The reactants are: [F:1][C:2]1[C:7]([O:8][CH3:9])=[CH:6][CH:5]=[C:4]([N+:10]([O-])=O)[C:3]=1[OH:13]. (3) Given the product [CH2:1]([N:9]1[C:20](=[O:19])[CH:11]2[CH:12]([CH:13]3[O:16][CH:10]2[CH2:15][CH2:14]3)[C:17]1=[O:18])[CH2:2][CH2:3][CH2:4][CH2:5][CH2:6][CH2:7][CH3:8], predict the reactants needed to synthesize it. The reactants are: [CH2:1]([NH2:9])[CH2:2][CH2:3][CH2:4][CH2:5][CH2:6][CH2:7][CH3:8].[CH:10]12[O:16][CH:13]([CH2:14][CH2:15]1)[CH:12]1[C:17]([O:19][C:20](=O)[CH:11]21)=[O:18].C(N(CC)CC)C. (4) Given the product [C:27]([O:26][C:25]([NH:24][CH:21]1[CH2:20][CH2:19][CH:18]([O:17][C:13]2[C:14]3[C:15]4[CH2:16][C@@H:4]([CH2:3][C:2]([OH:44])=[O:1])[CH2:5][CH2:6][C:7]=4[S:8][C:9]=3[N:10]=[CH:11][N:12]=2)[CH2:23][CH2:22]1)=[O:31])([CH3:28])([CH3:30])[CH3:29], predict the reactants needed to synthesize it. The reactants are: [OH:1][CH2:2][CH2:3][C@@H:4]1[CH2:16][C:15]2[C:14]3[C:13]([O:17][CH:18]4[CH2:23][CH2:22][CH:21]([NH:24][C:25](=[O:31])[O:26][C:27]([CH3:30])([CH3:29])[CH3:28])[CH2:20][CH2:19]4)=[N:12][CH:11]=[N:10][C:9]=3[S:8][C:7]=2[CH2:6][CH2:5]1.C1C=C[NH+]=CC=1.C1C=C[NH+]=CC=1.[O-:44][Cr](O[Cr]([O-])(=O)=O)(=O)=O. (5) The reactants are: CN(C=O)C.[H-].[Na+].[C:8]12([O:18][CH2:19][CH2:20][O:21][CH2:22][CH2:23][O:24][CH2:25][CH2:26][O:27][CH2:28][CH2:29][OH:30])[CH2:17][CH:12]3[CH2:13][CH:14]([CH2:16][CH:10]([CH2:11]3)[CH2:9]1)[CH2:15]2.CS(O[CH2:36][CH2:37][CH2:38][CH2:39][N:40]=[N+:41]=[N-:42])(=O)=O. Given the product [C:8]12([O:18][CH2:19][CH2:20][O:21][CH2:22][CH2:23][O:24][CH2:25][CH2:26][O:27][CH2:28][CH2:29][O:30][CH2:36][CH2:37][CH2:38][CH2:39][N:40]=[N+:41]=[N-:42])[CH2:15][CH:14]3[CH2:16][CH:10]([CH2:11][CH:12]([CH2:13]3)[CH2:17]1)[CH2:9]2, predict the reactants needed to synthesize it. (6) Given the product [CH:1]1([CH2:4][O:5][C:6]2[CH:14]=[CH:13][C:9]([C:10]([NH:38][CH2:37][CH2:36][C:33]3[CH:32]=[CH:31][C:30]([CH:28]([N:22]4[CH2:27][CH2:26][CH2:25][CH2:24][CH2:23]4)[CH3:29])=[CH:35][CH:34]=3)=[O:12])=[C:8]([F:15])[CH:7]=2)[CH2:2][CH2:3]1, predict the reactants needed to synthesize it. The reactants are: [CH:1]1([CH2:4][O:5][C:6]2[CH:14]=[CH:13][C:9]([C:10]([OH:12])=O)=[C:8]([F:15])[CH:7]=2)[CH2:3][CH2:2]1.C(Cl)(=O)C(Cl)=O.[N:22]1([CH:28]([C:30]2[CH:35]=[CH:34][C:33]([CH2:36][CH2:37][NH2:38])=[CH:32][CH:31]=2)[CH3:29])[CH2:27][CH2:26][CH2:25][CH2:24][CH2:23]1.C(N(CC)CC)C. (7) Given the product [OH:20][C:17]1[CH:16]=[CH:15][C:14]([CH:11]2[CH2:10][N:9]([CH2:24][C:25]3[CH:30]=[CH:29][CH:28]=[C:27]([O:31][CH2:32][CH2:33][N:34]4[CH2:35][CH2:36][CH2:37][CH2:38][CH2:39]4)[CH:26]=3)[C:8]3[CH:40]=[CH:41][C:5]([OH:4])=[CH:6][C:7]=3[O:13][CH2:12]2)=[CH:19][CH:18]=1, predict the reactants needed to synthesize it. The reactants are: COC[O:4][C:5]1[CH:41]=[CH:40][C:8]2[N:9]([CH2:24][C:25]3[CH:30]=[CH:29][CH:28]=[C:27]([O:31][CH2:32][CH2:33][N:34]4[CH2:39][CH2:38][CH2:37][CH2:36][CH2:35]4)[CH:26]=3)[CH2:10][CH:11]([C:14]3[CH:19]=[CH:18][C:17]([O:20]COC)=[CH:16][CH:15]=3)[CH2:12][O:13][C:7]=2[CH:6]=1.C(O)(C)C.Cl. (8) Given the product [F:1][C:2]1[CH:7]=[CH:6][C:5]([CH2:8][C:9]([O:11][CH3:20])=[O:10])=[CH:4][C:3]=1[N+:12]([O-:14])=[O:13], predict the reactants needed to synthesize it. The reactants are: [F:1][C:2]1[CH:7]=[CH:6][C:5]([CH2:8][C:9]([OH:11])=[O:10])=[CH:4][C:3]=1[N+:12]([O-:14])=[O:13].OS(O)(=O)=O.[CH3:20]O. (9) Given the product [F:10][C:9]1[CH:8]=[CH:7][C:4](/[CH:5]=[CH:14]/[N+:11]([O-:13])=[O:12])=[CH:3][C:2]=1[F:1], predict the reactants needed to synthesize it. The reactants are: [F:1][C:2]1[CH:3]=[C:4]([CH:7]=[CH:8][C:9]=1[F:10])[CH:5]=O.[N+:11]([CH3:14])([O-:13])=[O:12].[OH-].[Na+].